Predict which catalyst facilitates the given reaction. From a dataset of Catalyst prediction with 721,799 reactions and 888 catalyst types from USPTO. (1) Reactant: [CH:1]1([C:7]2[C:15]3[C:14](=[O:16])[NH:13][C:12]([C:17]4[CH:22]=[CH:21][C:20]([S:23]([N:26]5[CH2:31][CH2:30][CH:29]([C:32]([O:34]CC)=[O:33])[CH2:28][CH2:27]5)(=[O:25])=[O:24])=[CH:19][C:18]=4[O:37][CH3:38])=[N:11][C:10]=3[N:9]([CH3:39])[N:8]=2)[CH2:6][CH2:5][CH2:4][CH2:3][CH2:2]1.[OH-].[Na+]. Product: [CH:1]1([C:7]2[C:15]3[C:14](=[O:16])[NH:13][C:12]([C:17]4[CH:22]=[CH:21][C:20]([S:23]([N:26]5[CH2:27][CH2:28][CH:29]([C:32]([OH:34])=[O:33])[CH2:30][CH2:31]5)(=[O:25])=[O:24])=[CH:19][C:18]=4[O:37][CH3:38])=[N:11][C:10]=3[N:9]([CH3:39])[N:8]=2)[CH2:2][CH2:3][CH2:4][CH2:5][CH2:6]1. The catalyst class is: 5. (2) Reactant: [O:1]1[CH:5]=[CH:4][C:3]([CH:6]=[O:7])=[CH:2]1.[CH2:8](O)[CH2:9][OH:10].C1(C)C=CC(S(O)(=O)=O)=CC=1.C1C=CC=CC=1. Product: [O:1]1[CH:5]=[CH:4][C:3]([CH:6]2[O:10][CH2:9][CH2:8][O:7]2)=[CH:2]1. The catalyst class is: 6. (3) Reactant: C12(C3C=CC(OCC(N[C:20]4[CH:21]=[C:22]([CH:26]=[CH:27][CH:28]=4)[C:23](O)=[O:24])=O)=CC=3)CC3CC(CC(C3)C1)C2.FC(F)(F)C1C=C([NH2:39])C=CC=1.C(Cl)CCl.C1C=CC2N(O)N=NC=2C=1.CCN(C(C)C)C(C)C. Product: [C:23]([NH2:39])(=[O:24])[C:22]1[CH:26]=[CH:27][CH:28]=[CH:20][CH:21]=1. The catalyst class is: 3. (4) The catalyst class is: 221. Product: [CH3:1][O:2][C:3](=[O:14])[CH2:4][O:5][C:6]1[CH:11]=[CH:10][C:9]([O:12][C:18]2[CH:19]=[C:20]([O:22][CH2:23][CH:24]([CH3:25])[CH3:26])[CH:21]=[C:16]([Br:15])[CH:17]=2)=[CH:8][C:7]=1[CH3:13]. Reactant: [CH3:1][O:2][C:3](=[O:14])[CH2:4][O:5][C:6]1[CH:11]=[CH:10][C:9]([OH:12])=[CH:8][C:7]=1[CH3:13].[Br:15][C:16]1[CH:17]=[C:18](B(O)O)[CH:19]=[C:20]([O:22][CH2:23][CH:24]([CH3:26])[CH3:25])[CH:21]=1.C(N(CC)CC)C. (5) Reactant: O=C1C2C(=CC=CC=2)C(=O)[N:3]1[CH2:12][C@H:13]([NH:26][C:27](=[O:36])[C@H:28]([C:30]1[CH:35]=[CH:34][CH:33]=[CH:32][CH:31]=1)[CH3:29])[C:14]1[CH:19]=[CH:18][C:17]([O:20][CH2:21][C@@H:22]([CH3:25])[CH2:23][CH3:24])=[CH:16][CH:15]=1.NN. Product: [NH2:3][CH2:12][C@H:13]([NH:26][C:27](=[O:36])[C@H:28]([C:30]1[CH:31]=[CH:32][CH:33]=[CH:34][CH:35]=1)[CH3:29])[C:14]1[CH:15]=[CH:16][C:17]([O:20][CH2:21][C@@H:22]([CH3:25])[CH2:23][CH3:24])=[CH:18][CH:19]=1. The catalyst class is: 351. (6) Reactant: [CH2:1]([NH:8][S:9]([C:12]1[C:17]([Cl:18])=[CH:16][CH:15]=[C:14]([NH2:19])[C:13]=1[OH:20])(=[O:11])=[O:10])[C:2]1[CH:7]=[CH:6][CH:5]=[CH:4][CH:3]=1.[Cl:21][C:22]1[C:27]([Cl:28])=[CH:26][CH:25]=[CH:24][C:23]=1[N:29]=[C:30]=[O:31]. Product: [CH2:1]([NH:8][S:9]([C:12]1[C:13]([OH:20])=[C:14]([NH:19][C:30]([NH:29][C:23]2[CH:24]=[CH:25][CH:26]=[C:27]([Cl:28])[C:22]=2[Cl:21])=[O:31])[CH:15]=[CH:16][C:17]=1[Cl:18])(=[O:11])=[O:10])[C:2]1[CH:7]=[CH:6][CH:5]=[CH:4][CH:3]=1. The catalyst class is: 42. (7) Reactant: [C:1]1([CH3:49])[CH:6]=[CH:5][C:4]([C:7]2[N:8]=[C:9]3[C:22](C4C=CC(C)=CC=4)=[C:21]([CH2:30][CH2:31][CH2:32][CH2:33][C:34]([NH:36][CH2:37][C:38]([O:40]C)=[O:39])=[O:35])[N:20](C4C=CC(C)=CC=4)[C:10]3=[N:11][C:12]=2[C:13]2[CH:18]=[CH:17][C:16]([CH3:19])=[CH:15][CH:14]=2)=[CH:3][CH:2]=1.[Li+].[OH-].Cl. Product: [C:1]1([CH3:49])[CH:6]=[CH:5][C:4]([C:7]2[N:8]=[C:9]3[CH:22]=[C:21]([CH2:30][CH2:31][CH2:32][CH2:33][C:34]([NH:36][CH2:37][C:38]([OH:40])=[O:39])=[O:35])[NH:20][C:10]3=[N:11][C:12]=2[C:13]2[CH:14]=[CH:15][C:16]([CH3:19])=[CH:17][CH:18]=2)=[CH:3][CH:2]=1. The catalyst class is: 20. (8) Reactant: CS(O[CH2:6][C:7]1[N:12]=[CH:11][C:10]2[N:13]=[CH:14][N:15]([C:16]3[S:17][C:18]([C:34](=[O:36])[NH2:35])=[C:19]([O:21][C@@H:22]([C:24]4[CH:29]=[CH:28][CH:27]=[CH:26][C:25]=4[C:30]([F:33])([F:32])[F:31])[CH3:23])[CH:20]=3)[C:9]=2[CH:8]=1)(=O)=O.[CH3:37][N:38]1[CH2:43][CH2:42][NH:41][CH2:40][CH2:39]1. Product: [CH3:37][N:38]1[CH2:43][CH2:42][N:41]([CH2:6][C:7]2[N:12]=[CH:11][C:10]3[N:13]=[CH:14][N:15]([C:16]4[S:17][C:18]([C:34]([NH2:35])=[O:36])=[C:19]([O:21][C@@H:22]([C:24]5[CH:29]=[CH:28][CH:27]=[CH:26][C:25]=5[C:30]([F:33])([F:32])[F:31])[CH3:23])[CH:20]=4)[C:9]=3[CH:8]=2)[CH2:40][CH2:39]1. The catalyst class is: 4.